Predict the reactants needed to synthesize the given product. From a dataset of Full USPTO retrosynthesis dataset with 1.9M reactions from patents (1976-2016). (1) Given the product [CH:6]([OH:9])([CH3:8])[CH3:7].[CH2:1]([O:3][CH2:4][CH3:5])[CH3:2], predict the reactants needed to synthesize it. The reactants are: [CH2:1]([O:3][CH2:4][CH3:5])[CH3:2].[CH:6]([OH:9])([CH3:8])[CH3:7]. (2) Given the product [CH:16]([CH:29]1[N:34]2[CH2:35][C@H:36]([O:38][Si:39]([C:42]([CH3:45])([CH3:44])[CH3:43])([CH3:41])[CH3:40])[CH2:37][C@H:33]2[CH2:32][N:31]([C:9]([O:11][C:12]([CH3:13])([CH3:14])[CH3:15])=[O:10])[CH2:30]1)([C:23]1[CH:24]=[CH:25][CH:26]=[CH:27][CH:28]=1)[C:17]1[CH:22]=[CH:21][CH:20]=[CH:19][CH:18]=1, predict the reactants needed to synthesize it. The reactants are: [C:9](O[C:9]([O:11][C:12]([CH3:15])([CH3:14])[CH3:13])=[O:10])([O:11][C:12]([CH3:15])([CH3:14])[CH3:13])=[O:10].[CH:16]([CH:29]1[N:34]2[CH2:35][C@H:36]([O:38][Si:39]([C:42]([CH3:45])([CH3:44])[CH3:43])([CH3:41])[CH3:40])[CH2:37][C@H:33]2[CH2:32][NH:31][CH2:30]1)([C:23]1[CH:28]=[CH:27][CH:26]=[CH:25][CH:24]=1)[C:17]1[CH:22]=[CH:21][CH:20]=[CH:19][CH:18]=1.C(N(CC)CC)C. (3) Given the product [NH2:15][C:16]1[S:17][C:18]2[C:24]([C:25]([O:27][CH2:28][CH3:29])=[O:26])=[CH:23][CH:22]=[CH:21][C:19]=2[N:20]=1, predict the reactants needed to synthesize it. The reactants are: C(=S)([O-])N.C([O-])(=O)C1C=CC=CC=1.Br.[NH2:15][C:16]1[S:17][C:18]2[C:24]([C:25]([O:27][CH2:28][CH3:29])=[O:26])=[CH:23][CH:22]=[CH:21][C:19]=2[N:20]=1.Br.NC1SC2C=CC(C(OCC)=O)=CC=2N=1. (4) Given the product [CH2:1]([O:3][C:4](=[O:26])[CH2:5][C:13]1[CH:18]=[C:17]([Cl:19])[C:16]([N+:20]([O-:22])=[O:21])=[CH:15][C:14]=1[N+:23]([O-:25])=[O:24])[CH3:2], predict the reactants needed to synthesize it. The reactants are: [CH2:1]([O:3][C:4](=[O:26])[CH:5]([C:13]1[CH:18]=[C:17]([Cl:19])[C:16]([N+:20]([O-:22])=[O:21])=[CH:15][C:14]=1[N+:23]([O-:25])=[O:24])C(OC(C)(C)C)=O)[CH3:2]. (5) Given the product [C:1]([O:4][C@H:5]1[CH2:10][CH2:9][C@H:8]([C:11]2[NH:20][C:14]3[CH:15]=[C:16]([Br:19])[CH:17]=[CH:18][C:13]=3[N:12]=2)[CH2:7][CH2:6]1)(=[O:3])[CH3:2], predict the reactants needed to synthesize it. The reactants are: [C:1]([O:4][C@H:5]1[CH2:10][CH2:9][C@H:8]([C:11](=O)[NH:12][C:13]2[CH:18]=[CH:17][C:16]([Br:19])=[CH:15][C:14]=2[N+:20]([O-])=O)[CH2:7][CH2:6]1)(=[O:3])[CH3:2].[H][H]. (6) Given the product [OH:6][CH:5]([CH2:11][CH:10]=[CH2:9])[CH:4]([O:7][CH3:8])[O:3][CH3:2], predict the reactants needed to synthesize it. The reactants are: [In].[CH3:2][O:3][CH:4]([O:7][CH3:8])[CH:5]=[O:6].[CH2:9](Br)[CH:10]=[CH2:11]. (7) Given the product [CH3:1][N:2]([CH3:32])[C:3]([C:5]1[N:26]([CH:27]2[CH2:31][CH2:30][CH2:29][CH2:28]2)[C:8]2[N:9]=[C:10]([NH:13][C:14]3[CH:19]=[CH:18][C:17]([N:20]4[CH2:21][CH2:22][N:23]([C:39]([N:33]5[CH2:38][CH2:37][CH2:36][CH2:35][CH2:34]5)=[O:40])[CH2:24][CH2:25]4)=[CH:16][N:15]=3)[N:11]=[CH:12][C:7]=2[CH:6]=1)=[O:4], predict the reactants needed to synthesize it. The reactants are: [CH3:1][N:2]([CH3:32])[C:3]([C:5]1[N:26]([CH:27]2[CH2:31][CH2:30][CH2:29][CH2:28]2)[C:8]2[N:9]=[C:10]([NH:13][C:14]3[CH:19]=[CH:18][C:17]([N:20]4[CH2:25][CH2:24][NH:23][CH2:22][CH2:21]4)=[CH:16][N:15]=3)[N:11]=[CH:12][C:7]=2[CH:6]=1)=[O:4].[N:33]1([C:39](Br)=[O:40])[CH2:38][CH2:37][CH2:36][CH2:35][CH2:34]1. (8) Given the product [Cl:33][C:28]1[CH:27]=[C:26]([CH:31]=[C:30]([Cl:32])[CH:29]=1)[O:25][C:18]1[CH:19]=[CH:20][C:21]([C:23]#[N:24])=[CH:22][C:17]=1[S:14]([CH:11]1[CH2:12][CH2:13][NH:8][CH2:9][CH2:10]1)(=[O:15])=[O:16], predict the reactants needed to synthesize it. The reactants are: C(OC([N:8]1[CH2:13][CH2:12][CH:11]([S:14]([C:17]2[CH:22]=[C:21]([C:23]#[N:24])[CH:20]=[CH:19][C:18]=2[O:25][C:26]2[CH:31]=[C:30]([Cl:32])[CH:29]=[C:28]([Cl:33])[CH:27]=2)(=[O:16])=[O:15])[CH2:10][CH2:9]1)=O)(C)(C)C.Cl.